From a dataset of Forward reaction prediction with 1.9M reactions from USPTO patents (1976-2016). Predict the product of the given reaction. (1) Given the reactants [CH3:1][C:2]([N:7]1[CH:11]=[C:10]([C:12]2[C:13]3[CH:20]=[CH:19][NH:18][C:14]=3[N:15]=[CH:16][N:17]=2)[CH:9]=[N:8]1)([CH3:6])[CH2:3][CH2:4][OH:5].[CH3:21][S:22](Cl)(=[O:24])=[O:23], predict the reaction product. The product is: [CH3:21][S:22]([O:5][CH2:4][CH2:3][C:2]([CH3:1])([N:7]1[CH:11]=[C:10]([C:12]2[C:13]3[CH:20]=[CH:19][NH:18][C:14]=3[N:15]=[CH:16][N:17]=2)[CH:9]=[N:8]1)[CH3:6])(=[O:24])=[O:23]. (2) Given the reactants [CH3:1][O:2][C:3]([C:5]1[CH:10]=[CH:9][C:8]([N:11]=[C:12]2[S:16][CH2:15][C:14]3([CH2:20][CH2:19][CH2:18][CH2:17]3)[NH:13]2)=[C:7]([CH3:21])[CH:6]=1)=[O:4].[CH:22]1(Br)[CH2:26][CH2:25][CH2:24][CH2:23]1, predict the reaction product. The product is: [CH3:1][O:2][C:3]([C:5]1[CH:10]=[CH:9][C:8]([N:11]=[C:12]2[S:16][CH2:15][C:14]3([CH2:20][CH2:19][CH2:18][CH2:17]3)[N:13]2[CH:22]2[CH2:26][CH2:25][CH2:24][CH2:23]2)=[C:7]([CH3:21])[CH:6]=1)=[O:4]. (3) Given the reactants [OH-].[Na+].[CH:3]1([C:9]2[C:10]3[CH:11]=[CH:12][C:13]([C:29]([O:31]C)=[O:30])=[CH:14][C:15]=3[N:16]3[CH2:22][C@H:21]([OH:23])[C@H:20]([OH:24])[C:19]4[CH:25]=[CH:26][CH:27]=[CH:28][C:18]=4[C:17]=23)[CH2:8][CH2:7][CH2:6][CH2:5][CH2:4]1.Cl, predict the reaction product. The product is: [CH:3]1([C:9]2[C:10]3[CH:11]=[CH:12][C:13]([C:29]([OH:31])=[O:30])=[CH:14][C:15]=3[N:16]3[CH2:22][C@H:21]([OH:23])[C@H:20]([OH:24])[C:19]4[CH:25]=[CH:26][CH:27]=[CH:28][C:18]=4[C:17]=23)[CH2:4][CH2:5][CH2:6][CH2:7][CH2:8]1. (4) Given the reactants O=[C:2]([C:9]1[CH:14]=[CH:13][N:12]=[CH:11][N:10]=1)[CH2:3][C:4]([O:6]CC)=O.[CH3:15][NH:16][C:17]([NH2:19])=[S:18].N12CCCN=C1CCCCC2, predict the reaction product. The product is: [SH:18][C:17]1[N:16]([CH3:15])[C:4](=[O:6])[CH:3]=[C:2]([C:9]2[CH:14]=[CH:13][N:12]=[CH:11][N:10]=2)[N:19]=1.